This data is from Experimentally validated miRNA-target interactions with 360,000+ pairs, plus equal number of negative samples. The task is: Binary Classification. Given a miRNA mature sequence and a target amino acid sequence, predict their likelihood of interaction. (1) The miRNA is rno-miR-15b-5p with sequence UAGCAGCACAUCAUGGUUUACA. The protein sequence of the target gene is MRASLLLSVLRPAGPVAVGISLGFTLSLLSVTWVEEPCGPGPPQPGDSELPPRGNTNAARRPNSVQPGAEREKPGAGEGAGENWEPRVLPYHPAQPGQAAKKAVRTRYISTELGIRQRLLVAVLTSQTTLPTLGVAVNRTLGHRLERVVFLTGARGRRAPPGMAVVTLGEERPIGHLHLALRHLLEQHGDDFDWFFLVPDTTYTEAHGLARLTGHLSLASAAHLYLGRPQDFIGGEPTPGRYCHGGFGVLLSRMLLQQLRPHLEGCRNDIVSARPDEWLGRCILDATGVGCTGDHEGVHY.... Result: 0 (no interaction). (2) The miRNA is hsa-miR-6501-5p with sequence AGUUGCCAGGGCUGCCUUUGGU. The protein sequence of the target gene is MAKYQGEVQSLKLDDDSVIEGVSDQVLVAVVVSFALIATLVYALFRNVHQNIHPENQELVRVLREQLQTEQDAPAATRQQFYTDMYCPICLHQASFPVETNCGHLFCGACIIAYWRYGSWLGAISCPICRQTVTLLLTVFGEDDQSQDVLRLHQDINDYNRRFSGQPRSIMERIMDLPTLLRHAFREMFSVGGLFWMFRIRIILCLMGAFFYLISPLDFVPEALFGILGFLDDFFVIFLLLIYISIMYREVITQRLTR. Result: 1 (interaction). (3) The miRNA is hsa-miR-320c with sequence AAAAGCUGGGUUGAGAGGGU. The protein sequence of the target gene is MSSFTKDEFDCHILDEGFTAKDILDQKINEVSSSDDKDAFYVADLGDILKKHLRWLKALPRVTPFYAVKCNDSRAIVSTLAAIGTGFDCASKTEIQLVQGLGVPAERVIYANPCKQVSQIKYAASNGVQMMTFDSEIELMKVARAHPKAKLVLRIATDDSKAVCRLSVKFGATLKTSRLLLERAKELNIDVIGVSFHVGSGCTDPETFVQAVSDARCVFDMATEVGFSMHLLDIGGGFPGSEDTKLKFEEITSVINPALDKYFPSDSGVRIIAEPGRYYVASAFTLAVNIIAKKTVWKEQ.... Result: 0 (no interaction). (4) The miRNA is mmu-miR-216a-5p with sequence UAAUCUCAGCUGGCAACUGUGA. The protein sequence of the target gene is MPFNGEKQCVSEDQQSDSESSRFAEGVASLSDYECSRQSFTSDSSSKSSSPASTSPPRGLMFDDVMAAAKNLSDMTLAHEIAVNENFQLKQNALPENSLAGQVKRVVHQAFWDVLEADLSAEPPQYEYAIKLFEEIREILLSFLTPGGNRLHSQICEVLDIDLIRQQAEHSAVDIQGLANYVITTMGKICAPVRDEDIRELKATTNIVEMLRQIFRVLDLMRMDMMNFVIRNIRPHIQHHLVEYERNKFQEVVEETPNALSQTTEWLKESIDKELLSETDVAPAAEHSSTPSLSPLLVLN.... Result: 1 (interaction). (5) The miRNA is hsa-miR-4260 with sequence CUUGGGGCAUGGAGUCCCA. The protein sequence of the target gene is MHSPGAGCPALQPDTPGSQPQPMDLRVGQRPTVEPPPEPALLTLQHPQRLHRHLFLAGLHQQQRSAEPMRLSMDPPMPELQGGQQEQELRQLLNKDKSKRSAVASSVVKQKLAEVILKKQQAALERTVHPSSPSIPYRTLEPLDTEGAARSVLSSFLPPVPSLPTEPPEHFPLRKTVSEPNLKLRYKPKKSLERRKNPLLRKESAPPSLRRRPAETLGDSSPSSSSTPASGCSSPNDSEHGPNPALGSEADGDRRTHSTLGPRGPVLGNPHAPLFLHHGLEPEAGGTLPSRLQPILLLDP.... Result: 0 (no interaction). (6) The miRNA is hsa-miR-4690-3p with sequence GCAGCCCAGCUGAGGCCUCUG. Result: 0 (no interaction). The protein sequence of the target gene is MLDLNLKIFSSYNEDQDRKVPLMISTTGEEESNSSSSSTTDSAARDAFIAFGILKRDDDLVPPPPPPPHKETGDLFPVVADARRNIEFSVEDSHWLNLSSLQRNTQKMVKKSRRGPRSRSSQYRGVTFYRRTGRWESHIWDCGKQVYLGGFDTAYAAARAYDRAAIKFRGLDADINFVVDDYRHDIDKMKNLNKVEFVQTLRRESASFGRGSSKYKGLALQKCTQFKTHDQIHLFQNRGWDAAAIKYNELGKGEGAMKFGAHIKGNGHNDLELSLGISSSSESIKLTTGDYYKGINRSTM.... (7) The miRNA is dme-miR-6-3p with sequence UAUCACAGUGGCUGUUCUUUUU. The protein sequence of the target gene is MELILSTSPAELTLDPACQPKLPLDSTCQPEMTFNPGPTELTLDPEHQPEETPAPSLAELTLEPVHRRPELLDACADLINDQWPRSRTSRLHSLGQSSDAFPLCLMLLSPHPTLEAAPVVVGHARLSRVLNQPQSLLVETVVVARALRGRGFGRRLMEGLEVFARARGFRKLHLTTHDQVHFYTHLGYQLGEPVQGLVFTSRRLPATLLNAFPTAPSPRPPRKAPNLTAQAAPRGPKGPPLPPPPPLPECLTISPPVPSGPPSKSLLETQYQNVRGRPIFWMEKDI. Result: 0 (no interaction).